This data is from Full USPTO retrosynthesis dataset with 1.9M reactions from patents (1976-2016). The task is: Predict the reactants needed to synthesize the given product. (1) Given the product [CH2:1]([O:3][C:4]([CH:6]1[CH:11]([C:12]2[CH:16]=[CH:15][S:14][CH:13]=2)[CH2:10][CH2:9][N:8]([CH2:17][C:18]2[CH:19]=[CH:20][CH:21]=[CH:22][CH:23]=2)[CH2:7]1)=[O:5])[CH3:2], predict the reactants needed to synthesize it. The reactants are: [CH2:1]([O:3][C:4]([C:6]1[CH2:7][N:8]([CH2:17][C:18]2[CH:23]=[CH:22][CH:21]=[CH:20][CH:19]=2)[CH2:9][CH2:10][C:11]=1[C:12]1[CH:16]=[CH:15][S:14][CH:13]=1)=[O:5])[CH3:2]. (2) Given the product [Cl:1][C:16]1[N:15]2[C:17]([CH:20]([CH3:22])[CH3:21])=[N:18][N:19]=[C:14]2[CH:33]=[C:32]([Cl:36])[C:11]=1[S:10][C:4]1[CH:5]=[CH:6][C:7]([F:9])=[CH:8][C:3]=1[F:2], predict the reactants needed to synthesize it. The reactants are: [ClH:1].[F:2][C:3]1[CH:8]=[C:7]([F:9])[CH:6]=[CH:5][C:4]=1[S:10][C:11]1C=C[C:14]2[N:15]([C:17]([CH:20]([CH3:22])[CH3:21])=[N:18][N:19]=2)[CH:16]=1.BrN1C(=O)CCC1=O.Cl[CH:32]([Cl:36])[C:33](O)=O.C(OCC)(=O)C.